Task: Regression. Given a peptide amino acid sequence and an MHC pseudo amino acid sequence, predict their binding affinity value. This is MHC class I binding data.. Dataset: Peptide-MHC class I binding affinity with 185,985 pairs from IEDB/IMGT (1) The peptide sequence is DISVNASKT. The MHC is HLA-A02:03 with pseudo-sequence HLA-A02:03. The binding affinity (normalized) is 0.0228. (2) The peptide sequence is APVPIPFAA. The MHC is Mamu-A2601 with pseudo-sequence Mamu-A2601. The binding affinity (normalized) is 0.